Dataset: NCI-60 drug combinations with 297,098 pairs across 59 cell lines. Task: Regression. Given two drug SMILES strings and cell line genomic features, predict the synergy score measuring deviation from expected non-interaction effect. (1) Drug 1: C1CC(=O)NC(=O)C1N2CC3=C(C2=O)C=CC=C3N. Drug 2: C1=NC(=NC(=O)N1C2C(C(C(O2)CO)O)O)N. Cell line: RXF 393. Synergy scores: CSS=13.8, Synergy_ZIP=-4.70, Synergy_Bliss=-0.535, Synergy_Loewe=-13.6, Synergy_HSA=1.18. (2) Drug 1: CCC1=CC2CC(C3=C(CN(C2)C1)C4=CC=CC=C4N3)(C5=C(C=C6C(=C5)C78CCN9C7C(C=CC9)(C(C(C8N6C)(C(=O)OC)O)OC(=O)C)CC)OC)C(=O)OC.C(C(C(=O)O)O)(C(=O)O)O. Drug 2: C1CN1P(=S)(N2CC2)N3CC3. Cell line: UACC62. Synergy scores: CSS=43.6, Synergy_ZIP=-8.52, Synergy_Bliss=-8.87, Synergy_Loewe=-14.2, Synergy_HSA=-5.09. (3) Drug 1: CS(=O)(=O)C1=CC(=C(C=C1)C(=O)NC2=CC(=C(C=C2)Cl)C3=CC=CC=N3)Cl. Drug 2: CC1=C2C(C(=O)C3(C(CC4C(C3C(C(C2(C)C)(CC1OC(=O)C(C(C5=CC=CC=C5)NC(=O)OC(C)(C)C)O)O)OC(=O)C6=CC=CC=C6)(CO4)OC(=O)C)O)C)O. Cell line: SR. Synergy scores: CSS=84.9, Synergy_ZIP=14.7, Synergy_Bliss=13.2, Synergy_Loewe=6.06, Synergy_HSA=15.5. (4) Drug 1: CNC(=O)C1=CC=CC=C1SC2=CC3=C(C=C2)C(=NN3)C=CC4=CC=CC=N4. Drug 2: C1=NC(=NC(=O)N1C2C(C(C(O2)CO)O)O)N. Cell line: SNB-19. Synergy scores: CSS=6.37, Synergy_ZIP=-0.575, Synergy_Bliss=1.75, Synergy_Loewe=1.69, Synergy_HSA=1.70. (5) Drug 1: C1=CC(=CC=C1C#N)C(C2=CC=C(C=C2)C#N)N3C=NC=N3. Drug 2: CC1=C(C(=O)C2=C(C1=O)N3CC4C(C3(C2COC(=O)N)OC)N4)N. Cell line: PC-3. Synergy scores: CSS=8.20, Synergy_ZIP=-0.166, Synergy_Bliss=2.32, Synergy_Loewe=-3.73, Synergy_HSA=-0.0533. (6) Drug 1: CN1CCC(CC1)COC2=C(C=C3C(=C2)N=CN=C3NC4=C(C=C(C=C4)Br)F)OC. Drug 2: C1C(C(OC1N2C=C(C(=O)NC2=O)F)CO)O. Cell line: SK-MEL-5. Synergy scores: CSS=27.4, Synergy_ZIP=2.82, Synergy_Bliss=1.57, Synergy_Loewe=-23.2, Synergy_HSA=-2.15. (7) Drug 1: CC1=C2C(C(=O)C3(C(CC4C(C3C(C(C2(C)C)(CC1OC(=O)C(C(C5=CC=CC=C5)NC(=O)C6=CC=CC=C6)O)O)OC(=O)C7=CC=CC=C7)(CO4)OC(=O)C)O)C)OC(=O)C. Drug 2: C1CN1C2=NC(=NC(=N2)N3CC3)N4CC4. Cell line: HOP-62. Synergy scores: CSS=25.9, Synergy_ZIP=-2.02, Synergy_Bliss=2.80, Synergy_Loewe=-4.34, Synergy_HSA=2.17. (8) Drug 1: C1CC2CC3=C(CC1C24CN(S(=O)(=O)N4)CC(F)(F)F)C=CC(=C3)C=CCN5CCC(CC5)C(F)(F)F. Drug 2: CCN(CC)CCNC(=O)C1=C(NC(=C1C)C=C2C3=C(C=CC(=C3)F)NC2=O)C. Cell line: OVCAR3. Synergy scores: CSS=27.8, Synergy_ZIP=0.830, Synergy_Bliss=4.34, Synergy_Loewe=3.50, Synergy_HSA=6.98. (9) Drug 1: C1CC(C1)(C(=O)O)C(=O)O.[NH2-].[NH2-].[Pt+2]. Drug 2: C1CNP(=O)(OC1)N(CCCl)CCCl. Cell line: UACC62. Synergy scores: CSS=25.0, Synergy_ZIP=-2.81, Synergy_Bliss=2.51, Synergy_Loewe=-30.3, Synergy_HSA=1.32. (10) Drug 1: CC(CN1CC(=O)NC(=O)C1)N2CC(=O)NC(=O)C2. Drug 2: CC1=C(C(CCC1)(C)C)C=CC(=CC=CC(=CC(=O)O)C)C. Cell line: M14. Synergy scores: CSS=6.30, Synergy_ZIP=-2.07, Synergy_Bliss=1.22, Synergy_Loewe=-0.356, Synergy_HSA=-0.354.